Dataset: Catalyst prediction with 721,799 reactions and 888 catalyst types from USPTO. Task: Predict which catalyst facilitates the given reaction. (1) Reactant: Cl[CH2:2][C:3]([NH:5][C:6]1[CH:7]=[C:8]([CH:25]=[CH:26][C:27]=1[O:28][C:29]([F:32])([F:31])[F:30])[C:9]([NH:11][C:12]1[CH:13]=[N:14][C:15]([C:18]2[CH:23]=[CH:22][CH:21]=[CH:20][C:19]=2[F:24])=[CH:16][CH:17]=1)=[O:10])=[O:4].[I-].[K+].C(N(C(C)C)C(C)C)C.Cl.Cl.[CH3:46][N:47]1[CH2:52][CH2:51][NH:50][C@H:49]([CH3:53])[CH2:48]1. Product: [CH3:53][C@@H:49]1[CH2:48][N:47]([CH3:46])[CH2:52][CH2:51][N:50]1[CH2:2][C:3]([NH:5][C:6]1[CH:7]=[C:8]([CH:25]=[CH:26][C:27]=1[O:28][C:29]([F:32])([F:31])[F:30])[C:9]([NH:11][C:12]1[CH:13]=[N:14][C:15]([C:18]2[CH:23]=[CH:22][CH:21]=[CH:20][C:19]=2[F:24])=[CH:16][CH:17]=1)=[O:10])=[O:4]. The catalyst class is: 3. (2) Reactant: [OH-:1].[Na+:2].Cl[C:4]1[CH:17]=[CH:16][CH:15]=[C:14]([Cl:18])[C:5]=1[CH:6]=[C:7]1[S:11]C(=S)N[C:8]1=[O:13]. Product: [Cl:18][C:14]1[C:5]2[CH:6]=[C:7]([C:8]([O-:1])=[O:13])[S:11][C:4]=2[CH:17]=[CH:16][CH:15]=1.[Na+:2]. The catalyst class is: 6.